From a dataset of Full USPTO retrosynthesis dataset with 1.9M reactions from patents (1976-2016). Predict the reactants needed to synthesize the given product. (1) Given the product [Br:1][C:2]1[N:10]([CH2:24][CH:25]=[C:26]([CH3:28])[CH3:27])[C:9]2[C:8](=[O:11])[NH:7][CH:6]=[N:5][C:4]=2[C:3]=1[C:12]#[N:13], predict the reactants needed to synthesize it. The reactants are: [Br:1][C:2]1[NH:10][C:9]2[C:8](=[O:11])[NH:7][CH:6]=[N:5][C:4]=2[C:3]=1[C:12]#[N:13].C(N(C(C)C)CC)(C)C.Br[CH2:24][CH:25]=[C:26]([CH3:28])[CH3:27]. (2) Given the product [C:1]([O:5][C:6](=[O:41])[CH2:7][O:8][C:9]1[CH:18]=[CH:17][C:16]([Cl:19])=[C:15]2[C:10]=1[C:11]([CH3:40])=[C:12]([CH2:24][C:25]1[CH:30]=[CH:29][C:28]([N:46]3[CH:47]=[CH:48][N:49]=[C:45]3[CH:42]([CH3:44])[CH3:43])=[CH:27][CH:26]=1)[C:13]([O:20][CH:21]([F:23])[F:22])=[N:14]2)([CH3:3])([CH3:4])[CH3:2], predict the reactants needed to synthesize it. The reactants are: [C:1]([O:5][C:6](=[O:41])[CH2:7][O:8][C:9]1[CH:18]=[CH:17][C:16]([Cl:19])=[C:15]2[C:10]=1[C:11]([CH3:40])=[C:12]([CH2:24][C:25]1[CH:30]=[CH:29][C:28](B3OC(C)(C)C(C)(C)O3)=[CH:27][CH:26]=1)[C:13]([O:20][CH:21]([F:23])[F:22])=[N:14]2)([CH3:4])([CH3:3])[CH3:2].[CH:42]([C:45]1[NH:46][CH:47]=[CH:48][N:49]=1)([CH3:44])[CH3:43]. (3) Given the product [C:20]([C:19]1[CH:22]=[C:15]([NH:14][C:28](=[O:29])[CH2:27][CH2:26][CH2:25][CH3:24])[CH:16]=[C:17]([F:23])[CH:18]=1)#[N:21], predict the reactants needed to synthesize it. The reactants are: C(C1C=C(NC(=O)CC)C=CC=1)#N.[NH2:14][C:15]1[CH:16]=[C:17]([F:23])[CH:18]=[C:19]([CH:22]=1)[C:20]#[N:21].[CH3:24][CH2:25][CH2:26][CH2:27][C:28](Cl)=[O:29]. (4) Given the product [NH2:20][C:10]1[CH:11]=[C:12]([CH:18]=[CH:19][C:9]=1[NH:8][CH:5]1[CH2:4][CH2:3][C:2]([F:1])([F:23])[CH2:7][CH2:6]1)[C:13]([O:15][CH2:16][CH3:17])=[O:14], predict the reactants needed to synthesize it. The reactants are: [F:1][C:2]1([F:23])[CH2:7][CH2:6][CH:5]([NH:8][C:9]2[CH:19]=[CH:18][C:12]([C:13]([O:15][CH2:16][CH3:17])=[O:14])=[CH:11][C:10]=2[N+:20]([O-])=O)[CH2:4][CH2:3]1.[H][H].